Dataset: Reaction yield outcomes from USPTO patents with 853,638 reactions. Task: Predict the reaction yield, written as a fraction of the theoretical maximum amount of product (1.0 means a 100% yield; for example, 0.34 means a 34% yield). (1) The reactants are [Cl-].O[NH3+:3].[C:4](=[O:7])([O-])[OH:5].[Na+].CS(C)=O.[CH2:13]([N:20]1[C:25](=[O:26])[C:24]([CH2:27][C:28]2[CH:33]=[CH:32][C:31]([C:34]3[C:35]([C:40]#[N:41])=[CH:36][CH:37]=[CH:38][CH:39]=3)=[CH:30][CH:29]=2)=[C:23]([CH2:42][CH2:43][CH2:44][CH3:45])[N:22]=[C:21]1[CH2:46][OH:47])[C:14]1[CH:19]=[CH:18][CH:17]=[CH:16][CH:15]=1. The catalyst is C(OCC)(=O)C. The product is [CH2:13]([N:20]1[C:25](=[O:26])[C:24]([CH2:27][C:28]2[CH:33]=[CH:32][C:31]([C:34]3[CH:39]=[CH:38][CH:37]=[CH:36][C:35]=3[C:40]3[NH:3][C:4](=[O:7])[O:5][N:41]=3)=[CH:30][CH:29]=2)=[C:23]([CH2:42][CH2:43][CH2:44][CH3:45])[N:22]=[C:21]1[CH2:46][OH:47])[C:14]1[CH:19]=[CH:18][CH:17]=[CH:16][CH:15]=1. The yield is 0.350. (2) The reactants are [Br:1]Br.[CH2:3]([O:5][C:6](=[O:17])[CH2:7][C:8](=[O:16])[C:9]1[CH:14]=[CH:13][CH:12]=[CH:11][C:10]=1[CH3:15])[CH3:4]. The catalyst is O1CCOCC1.COC(C)(C)C. The product is [CH2:3]([O:5][C:6](=[O:17])[CH:7]([Br:1])[C:8](=[O:16])[C:9]1[CH:14]=[CH:13][CH:12]=[CH:11][C:10]=1[CH3:15])[CH3:4]. The yield is 0.960. (3) The reactants are C[N:2]1[CH:7]=[C:6]([N+]([O-])=O)[CH:5]=[C:4]([N+:11]([O-:13])=[O:12])[C:3]1=O.[CH3:15][CH:16](C)[C:17](=O)C.N. The catalyst is CO. The product is [CH:16]([C:7]1[CH:6]=[CH:5][C:4]([N+:11]([O-:13])=[O:12])=[CH:3][N:2]=1)([CH3:17])[CH3:15]. The yield is 0.280. (4) The reactants are [C:1](Cl)(=[O:10])[C:2]1[CH:7]=[CH:6][CH:5]=[C:4]([O:8][CH3:9])[CH:3]=1.[NH2:12][C@@H:13]([CH2:17][CH2:18][CH:19]1[CH2:24][CH2:23][CH2:22][CH2:21][CH2:20]1)[C:14]([OH:16])=O.[CH2:25]([CH2:27][NH2:28])O.[CH3:29][O:30][C:31]1[CH:39]=[CH:38][CH:37]=[C:36]2[C:32]=1[CH2:33][CH2:34][NH:35]2. No catalyst specified. The product is [CH:19]1([CH2:18][CH2:17][C@H:13]([NH:12][C:1](=[O:10])[C:2]2[CH:7]=[CH:6][CH:5]=[C:4]([O:8][CH3:9])[CH:3]=2)[C:14](=[O:16])[NH:28][CH2:27][CH2:25][N:35]2[C:36]3[C:32](=[C:31]([O:30][CH3:29])[CH:39]=[CH:38][CH:37]=3)[CH2:33][CH2:34]2)[CH2:24][CH2:23][CH2:22][CH2:21][CH2:20]1. The yield is 0.300. (5) The reactants are [CH3:1][C@H:2]1[C@:7]2([OH:30])[C@:8]34[O:28][C@H:27]5[C@@:16]6([C@@H:23]([OH:29])[C:24]([O:26]5)=[O:25])[C@H:17]([C:19]([CH3:22])([CH3:21])[CH3:20])[CH2:18][C@H:12]([C@@:13]36[C@@H:14]([OH:15])[C@@H:6]2[O:5][C:3]1=[O:4])[O:11][C:9]4=[O:10].[C:31]([O-])([O-])=O.[K+].[K+].IC. The catalyst is C(#N)C. The product is [CH3:1][C@H:2]1[C@:7]2([OH:30])[C:8]34[O:28][CH:27]5[C@@:16]6([C@@H:23]([O:29][CH3:31])[C:24]([O:26]5)=[O:25])[C@H:17]([C:19]([CH3:22])([CH3:21])[CH3:20])[CH2:18][C@H:12]([C@:13]36[C@H:14]([OH:15])[CH:6]2[O:5][C:3]1=[O:4])[O:11][C:9]4=[O:10]. The yield is 0.560.